Task: Predict the reaction yield, written as a fraction of the theoretical maximum amount of product (1.0 means a 100% yield; for example, 0.34 means a 34% yield).. Dataset: Reaction yield outcomes from USPTO patents with 853,638 reactions (1) The catalyst is C1(C)C=CC=CC=1.[Zn+2].[I-].[I-]. The yield is 0.790. The reactants are [Br:1][C:2]1[CH:11]=[C:10]2[C:5]([C:6](=[O:12])[CH2:7][CH2:8][O:9]2)=[CH:4][CH:3]=1.[Si]([C:17]#[N:18])(C)(C)C.[H-].[H-].[H-].[H-].[Li+].[Al+3]. The product is [NH2:18][CH2:17][C:6]1([OH:12])[C:5]2[CH:4]=[CH:3][C:2]([Br:1])=[CH:11][C:10]=2[O:9][CH2:8][CH2:7]1. (2) The reactants are [Cl:1][C:2]1[C:3]([O:12][C:13]2[CH:18]=[C:17]([O:19][CH:20]([CH3:22])[CH3:21])[CH:16]=[CH:15][C:14]=2/[CH:23]=[C:24](\[CH3:28])/[C:25](O)=[O:26])=[N:4][CH:5]=[C:6]([C:8]([F:11])([F:10])[F:9])[CH:7]=1.[N:29]1[CH:34]=[CH:33][CH:32]=[CH:31][C:30]=1[CH2:35][CH2:36][NH:37][S:38]([NH2:41])(=[O:40])=[O:39].Cl.C(N=C=NCCCN(C)C)C.CN(C)C=O. The catalyst is CN(C)C1C=CN=CC=1.O. The product is [Cl:1][C:2]1[C:3]([O:12][C:13]2[CH:18]=[C:17]([O:19][CH:20]([CH3:22])[CH3:21])[CH:16]=[CH:15][C:14]=2/[CH:23]=[C:24](\[CH3:28])/[C:25]([NH:41][S:38]([NH:37][CH2:36][CH2:35][C:30]2[CH:31]=[CH:32][CH:33]=[CH:34][N:29]=2)(=[O:39])=[O:40])=[O:26])=[N:4][CH:5]=[C:6]([C:8]([F:9])([F:11])[F:10])[CH:7]=1. The yield is 0.180.